Predict which catalyst facilitates the given reaction. From a dataset of Catalyst prediction with 721,799 reactions and 888 catalyst types from USPTO. (1) Reactant: C([Li])CCC.C(NC(C)C)(C)C.[N:13]1[CH:18]=[CH:17][CH:16]=[N:15][C:14]=1[C:19](=[N:21][OH:22])[CH3:20].CON(C)[C:26]([C@@H:28]1[CH2:32][CH2:31][CH2:30][N:29]1[C:33]([O:35][C:36]([CH3:39])([CH3:38])[CH3:37])=[O:34])=[O:27]. Product: [OH:27][C@:26]1([C@@H:28]2[CH2:32][CH2:31][CH2:30][N:29]2[C:33]([O:35][C:36]([CH3:39])([CH3:38])[CH3:37])=[O:34])[O:22][N:21]=[C:19]([C:14]2[N:15]=[CH:16][CH:17]=[CH:18][N:13]=2)[CH2:20]1. The catalyst class is: 30. (2) Reactant: [CH2:1]([O:3][C:4]([N:6]1[CH2:11][CH2:10][N:9]([CH:12]([CH2:22][O:23][Si](C(C)C)(C(C)C)C(C)C)[C:13]#[C:14][C:15]2[CH:20]=[CH:19][CH:18]=[C:17]([Cl:21])[CH:16]=2)[CH2:8][CH2:7]1)=[O:5])[CH3:2].[F-].C([N+](CCCC)(CCCC)CCCC)CCC. Product: [CH2:1]([O:3][C:4]([N:6]1[CH2:11][CH2:10][N:9]([CH:12]([CH2:22][OH:23])[C:13]#[C:14][C:15]2[CH:20]=[CH:19][CH:18]=[C:17]([Cl:21])[CH:16]=2)[CH2:8][CH2:7]1)=[O:5])[CH3:2]. The catalyst class is: 266.